From a dataset of Forward reaction prediction with 1.9M reactions from USPTO patents (1976-2016). Predict the product of the given reaction. (1) Given the reactants C1(C[O:8][CH2:9][CH:10]2[CH2:19][O:18][C:17]3[C:12](=[N:13][CH:14]=[CH:15][CH:16]=3)[S:11]2)C=CC=CC=1.[NH4+].[OH-], predict the reaction product. The product is: [O:18]1[C:17]2[C:12](=[N:13][CH:14]=[CH:15][CH:16]=2)[S:11][CH:10]([CH2:9][OH:8])[CH2:19]1. (2) Given the reactants [C:1]([N:8]1[CH:12]=[CH:11]N=[CH:9]1)(N1C=CN=C1)=O.NC([C:16]1[NH:17][C:18]2[C:23]([CH:24]=1)=[CH:22][C:21]([NH2:25])=[CH:20][CH:19]=2)C.[CH:26]1[CH:31]=[CH:30][C:29]([O:32][C:33]2[CH:38]=[CH:37][C:36]([NH2:39])=[CH:35][CH:34]=2)=[CH:28][CH:27]=1.CN(C)[CH:42]=[O:43], predict the reaction product. The product is: [CH3:9][N:8]([CH3:1])[CH2:12][CH2:11][N:17]1[C:18]2[C:23](=[CH:22][C:21]([NH:25][C:42]([NH:39][C:36]3[CH:37]=[CH:38][C:33]([O:32][C:29]4[CH:28]=[CH:27][CH:26]=[CH:31][CH:30]=4)=[CH:34][CH:35]=3)=[O:43])=[CH:20][CH:19]=2)[CH:24]=[CH:16]1. (3) Given the reactants [Br:1][C:2]1[CH:3]=[C:4]2[C:9](=[CH:10][CH:11]=1)[O:8][C:7]([C:12]1[N:13]=[CH:14][C:15]3[C:20]([CH:21]=1)=[CH:19][CH:18]=[CH:17][CH:16]=3)=[CH:6][C:5]2=O.Cl.[C:24]([O:28][NH2:29])([CH3:27])([CH3:26])[CH3:25], predict the reaction product. The product is: [C:24]([O:28][N:29]=[C:5]1[C:4]2[C:9](=[CH:10][CH:11]=[C:2]([Br:1])[CH:3]=2)[O:8][C:7]([C:12]2[N:13]=[CH:14][C:15]3[C:20]([CH:21]=2)=[CH:19][CH:18]=[CH:17][CH:16]=3)=[CH:6]1)([CH3:27])([CH3:26])[CH3:25].